From a dataset of Reaction yield outcomes from USPTO patents with 853,638 reactions. Predict the reaction yield, written as a fraction of the theoretical maximum amount of product (1.0 means a 100% yield; for example, 0.34 means a 34% yield). (1) The reactants are [Br:1][C:2]1[CH:3]=[CH:4][C:5]([N+:9]([O-:11])=[O:10])=[C:6]([CH:8]=1)[NH2:7].[H-].[Na+].[CH3:14][C:15]([O:18][C:19](O[C:19]([O:18][C:15]([CH3:17])([CH3:16])[CH3:14])=[O:20])=[O:20])([CH3:17])[CH3:16]. The catalyst is CN(C=O)C. The product is [Br:1][C:2]1[CH:3]=[CH:4][C:5]([N+:9]([O-:11])=[O:10])=[C:6]([NH:7][C:19](=[O:20])[O:18][C:15]([CH3:17])([CH3:16])[CH3:14])[CH:8]=1. The yield is 0.520. (2) The product is [F:18][C:17]1[C:12]([NH:11][C:5]2[CH:6]=[CH:7][CH:8]=[C:3]([OH:2])[CH:4]=2)=[N:13][C:14]([NH:19][CH2:20][C:25]2[CH:24]=[CH:23][CH:22]=[CH:21][N:29]=2)=[N:15][CH:16]=1. The yield is 0.620. The reactants are C1CO[C:8]2[CH:7]=[CH:6][C:5]([NH:11][C:12]3[C:17]([F:18])=[CH:16][N:15]=[C:14]([NH:19][C:20]4[CH:25]=[CH:24][CH:23]=[C:22](O)[CH:21]=4)[N:13]=3)=[CH:4][C:3]=2[O:2]1.ClC1N=C(NC2C=CC=C(O)C=2)C(F)=C[N:29]=1.N1C=CC=CC=1CN. No catalyst specified.